The task is: Predict the reactants needed to synthesize the given product.. This data is from Full USPTO retrosynthesis dataset with 1.9M reactions from patents (1976-2016). (1) Given the product [CH3:27][O:26][N:25]([CH3:24])[C:20]([C@H:17]1[CH2:16][CH2:15][C@H:14]([CH2:13][N:8]2[CH2:7][C:6]3[C:10](=[CH:11][C:3]([O:2][CH3:1])=[CH:4][CH:5]=3)[C:9]2=[O:12])[CH2:19][CH2:18]1)=[O:22], predict the reactants needed to synthesize it. The reactants are: [CH3:1][O:2][C:3]1[CH:11]=[C:10]2[C:6]([CH2:7][N:8]([CH2:13][C@H:14]3[CH2:19][CH2:18][C@H:17]([C:20]([OH:22])=O)[CH2:16][CH2:15]3)[C:9]2=[O:12])=[CH:5][CH:4]=1.Cl.[CH3:24][NH:25][O:26][CH3:27].C1C=CC2N(O)N=NC=2C=1.CCN=C=NCCCN(C)C. (2) Given the product [C:1]([O:5][C:6](=[O:35])[CH2:7][N:8]1[C:17](=[O:18])[C:16]([O:19][CH3:20])=[C:15]2[C:10]([CH2:11][CH2:12][N:13]([CH2:22][C:23]3[CH:28]=[CH:27][C:26]([F:29])=[C:25]([Cl:30])[CH:24]=3)[C:14]2=[O:21])=[C:9]1[C:31]([OH:33])=[O:32])([CH3:4])([CH3:2])[CH3:3], predict the reactants needed to synthesize it. The reactants are: [C:1]([O:5][C:6](=[O:35])[CH2:7][N:8]1[C:17](=[O:18])[C:16]([O:19][CH3:20])=[C:15]2[C:10]([CH2:11][CH2:12][N:13]([CH2:22][C:23]3[CH:28]=[CH:27][C:26]([F:29])=[C:25]([Cl:30])[CH:24]=3)[C:14]2=[O:21])=[C:9]1[C:31]([O:33]C)=[O:32])([CH3:4])([CH3:3])[CH3:2].O.[OH-].[Li+].